Regression. Given a peptide amino acid sequence and an MHC pseudo amino acid sequence, predict their binding affinity value. This is MHC class II binding data. From a dataset of Peptide-MHC class II binding affinity with 134,281 pairs from IEDB. The peptide sequence is PVKIDNASPASTVHA. The MHC is DRB5_0101 with pseudo-sequence DRB5_0101. The binding affinity (normalized) is 0.118.